Dataset: Full USPTO retrosynthesis dataset with 1.9M reactions from patents (1976-2016). Task: Predict the reactants needed to synthesize the given product. (1) Given the product [CH3:28][C:19]1[C:18]([C:5]2[N:6]=[CH:7][C:2]([NH2:1])=[N:3][CH:4]=2)=[CH:27][C:22]2[O:23][CH2:24][CH2:25][O:26][C:21]=2[CH:20]=1, predict the reactants needed to synthesize it. The reactants are: [NH2:1][C:2]1[N:3]=[CH:4][C:5](B2OC(C)(C)C(C)(C)O2)=[N:6][CH:7]=1.Br[C:18]1[C:19]([CH3:28])=[CH:20][C:21]2[O:26][CH2:25][CH2:24][O:23][C:22]=2[CH:27]=1.C([O-])([O-])=O.[Na+].[Na+]. (2) Given the product [OH:8][C:9]1[CH:10]=[CH:11][C:12]([NH:15][C:16](=[O:22])[CH2:17][S:18]([CH3:21])(=[O:20])=[O:19])=[CH:13][CH:14]=1, predict the reactants needed to synthesize it. The reactants are: C([O:8][C:9]1[CH:14]=[CH:13][C:12]([NH:15][C:16](=[O:22])[CH2:17][S:18]([CH3:21])(=[O:20])=[O:19])=[CH:11][CH:10]=1)C1C=CC=CC=1.OC1C=CC(NC(C2C=CC=CN=2)=O)=CC=1. (3) Given the product [Cl:1][C:2]1[C:7]([C:8]([F:10])([F:11])[F:9])=[CH:6][CH:5]=[CH:4][C:3]=1[C:12]([N:14]1[CH2:23][CH2:22][C:21]2[C:20]([C:24]3[NH:28][N:27]=[CH:26][C:25]=3[C:8]([F:11])([F:10])[F:9])=[N:19][C:18]([CH3:35])=[N:17][C:16]=2[CH2:15]1)=[O:13], predict the reactants needed to synthesize it. The reactants are: [Cl:1][C:2]1[C:7]([C:8]([F:11])([F:10])[F:9])=[CH:6][CH:5]=[CH:4][C:3]=1[C:12]([N:14]1[CH2:23][CH2:22][C:21]2[C:20]([C:24]3[N:28](C4CCCCO4)[N:27]=[CH:26][CH:25]=3)=[N:19][C:18]([CH3:35])=[N:17][C:16]=2[CH2:15]1)=[O:13].CC1N=C(C2N(C3CCCCO3)N=CC=2)C2CCN(C(OC(C)(C)C)=O)CC=2N=1. (4) Given the product [Cl:1][C:2]1[CH:3]=[C:4]([NH:9][C:10]2[N:15]=[C:14]([N:16]3[CH:20]=[CH:19][C:18]([C:21]([F:24])([F:23])[F:22])=[N:17]3)[C:13]([C:29]3[N:34]=[C:33]([C:35]([OH:37])=[O:36])[CH:32]=[C:31]([CH3:39])[N:30]=3)=[CH:12][N:11]=2)[CH:5]=[CH:6][C:7]=1[F:8], predict the reactants needed to synthesize it. The reactants are: [Cl:1][C:2]1[CH:3]=[C:4]([NH:9][C:10]2[N:15]=[C:14]([N:16]3[CH:20]=[CH:19][C:18]([C:21]([F:24])([F:23])[F:22])=[N:17]3)[C:13](B(O)O)=[CH:12][N:11]=2)[CH:5]=[CH:6][C:7]=1[F:8].Cl[C:29]1[N:34]=[C:33]([C:35]([O:37]C)=[O:36])[CH:32]=[C:31]([CH3:39])[N:30]=1.C([O-])([O-])=O.[K+].[K+].O1CCOCC1.